From a dataset of Catalyst prediction with 721,799 reactions and 888 catalyst types from USPTO. Predict which catalyst facilitates the given reaction. Reactant: [C:1]([NH:8][NH2:9])([O:3][C:4](C)(C)[CH3:5])=[O:2].CCN(C(C)C)C(C)C.C(Cl)(OCC1[C:35]2[C:30](=[CH:31][CH:32]=[CH:33][CH:34]=2)[C:29]2[C:24]1=[CH:25][CH:26]=[CH:27][CH:28]=2)=O. Product: [CH:34]1[C:35]2[CH:5]([CH2:4][O:3][C:1]([NH:8][NH2:9])=[O:2])[C:24]3[C:29](=[CH:28][CH:27]=[CH:26][CH:25]=3)[C:30]=2[CH:31]=[CH:32][CH:33]=1. The catalyst class is: 4.